From a dataset of Full USPTO retrosynthesis dataset with 1.9M reactions from patents (1976-2016). Predict the reactants needed to synthesize the given product. (1) Given the product [NH:22]1[C:21]2[CH:23]=[CH:24][CH:25]=[CH:26][C:20]=2[N:19]=[C:18]1[C:13]1[C:12]2[C:16](=[CH:17][C:9]([C:5]3[CH:6]=[CH:7][CH:8]=[C:3]([OH:2])[CH:4]=3)=[CH:10][CH:11]=2)[NH:15][N:14]=1, predict the reactants needed to synthesize it. The reactants are: C[O:2][C:3]1[CH:4]=[C:5]([C:9]2[CH:17]=[C:16]3[C:12]([C:13]([C:18]4[NH:22][C:21]5[CH:23]=[CH:24][CH:25]=[CH:26][C:20]=5[N:19]=4)=[N:14][NH:15]3)=[CH:11][CH:10]=2)[CH:6]=[CH:7][CH:8]=1.COC1C=C(B(O)O)C=CC=1.COC1C=C(O)C=CC=1C1C=C2C(C(C3NC4C=CC=CC=4N=3)=NN2)=CC=1. (2) Given the product [C:26]([O:1][C:2]1[CH:3]=[C:4]([C:8]#[C:9][C:10]2[N:18]([CH3:19])[C:17]3[C:16](=[O:20])[N:15]([CH2:21][C:22]#[CH:23])[C:14](=[O:24])[N:13]([CH3:25])[C:12]=3[N:11]=2)[CH:5]=[CH:6][CH:7]=1)(=[O:28])[CH3:27], predict the reactants needed to synthesize it. The reactants are: [OH:1][C:2]1[CH:3]=[C:4]([C:8]#[C:9][C:10]2[N:18]([CH3:19])[C:17]3[C:16](=[O:20])[N:15]([CH2:21][C:22]#[CH:23])[C:14](=[O:24])[N:13]([CH3:25])[C:12]=3[N:11]=2)[CH:5]=[CH:6][CH:7]=1.[C:26](OC(=O)C)(=[O:28])[CH3:27].